This data is from Full USPTO retrosynthesis dataset with 1.9M reactions from patents (1976-2016). The task is: Predict the reactants needed to synthesize the given product. (1) Given the product [F:12][C:13]1[CH:20]=[CH:19][C:16](/[CH:17]=[N:1]/[C:2]2[CH:3]=[CH:4][C:5]([C:6]([O:8][CH3:9])=[O:7])=[CH:10][CH:11]=2)=[CH:15][C:14]=1[N+:21]([O-:23])=[O:22], predict the reactants needed to synthesize it. The reactants are: [NH2:1][C:2]1[CH:11]=[CH:10][C:5]([C:6]([O:8][CH3:9])=[O:7])=[CH:4][CH:3]=1.[F:12][C:13]1[CH:20]=[CH:19][C:16]([CH:17]=O)=[CH:15][C:14]=1[N+:21]([O-:23])=[O:22]. (2) Given the product [NH2:13][C:5]1[N:6]=[C:7]([CH2:10][O:11][CH3:12])[CH:8]=[CH:9][C:4]=1[C:3]([OH:14])=[O:2], predict the reactants needed to synthesize it. The reactants are: C[O:2][C:3](=[O:14])[C:4]1[CH:9]=[CH:8][C:7]([CH2:10][O:11][CH3:12])=[N:6][C:5]=1[NH2:13].C1COCC1.CO.O.[OH-].[Li+]. (3) Given the product [CH:1]([O:4][C:5]([N:7]1[C:16]2[C:11](=[N:12][C:13]([O:17][CH3:18])=[CH:14][CH:15]=2)[C@H:10]([N:19]([C:42](=[O:44])[CH3:43])[CH2:20][C:21]2[CH:26]=[C:25]([C:27]([F:28])([F:29])[F:30])[CH:24]=[C:23]([C:31]([F:34])([F:33])[F:32])[CH:22]=2)[CH2:9][C@@H:8]1[CH3:35])=[O:6])([CH3:3])[CH3:2], predict the reactants needed to synthesize it. The reactants are: [CH:1]([O:4][C:5]([N:7]1[C:16]2[C:11](=[N:12][C:13]([O:17][CH3:18])=[CH:14][CH:15]=2)[C@H:10]([NH:19][CH2:20][C:21]2[CH:26]=[C:25]([C:27]([F:30])([F:29])[F:28])[CH:24]=[C:23]([C:31]([F:34])([F:33])[F:32])[CH:22]=2)[CH2:9][C@@H:8]1[CH3:35])=[O:6])([CH3:3])[CH3:2].N1C=CC=CC=1.[C:42](OC(=O)C)(=[O:44])[CH3:43]. (4) Given the product [C:17](=[N:30][C:2]1[CH:7]=[CH:6][CH:5]=[C:4]([C:8]([CH3:10])([N:11]2[CH2:16][CH2:15][O:14][CH2:13][CH2:12]2)[CH3:9])[CH:3]=1)([C:24]1[CH:25]=[CH:26][CH:27]=[CH:28][CH:29]=1)[C:18]1[CH:23]=[CH:22][CH:21]=[CH:20][CH:19]=1, predict the reactants needed to synthesize it. The reactants are: Br[C:2]1[CH:3]=[C:4]([C:8]([N:11]2[CH2:16][CH2:15][O:14][CH2:13][CH2:12]2)([CH3:10])[CH3:9])[CH:5]=[CH:6][CH:7]=1.[C:17](=[NH:30])([C:24]1[CH:29]=[CH:28][CH:27]=[CH:26][CH:25]=1)[C:18]1[CH:23]=[CH:22][CH:21]=[CH:20][CH:19]=1.CC(C)([O-])C.[Na+]. (5) The reactants are: [Cl:1][C:2]1[CH:14]=[C:13]([N+:15]([O-])=O)[CH:12]=[CH:11][C:3]=1[O:4][CH2:5][C:6]1[S:7][CH:8]=[CH:9][N:10]=1.[NH4+].[Cl-]. Given the product [Cl:1][C:2]1[CH:14]=[C:13]([NH2:15])[CH:12]=[CH:11][C:3]=1[O:4][CH2:5][C:6]1[S:7][CH:8]=[CH:9][N:10]=1, predict the reactants needed to synthesize it. (6) Given the product [Cl:19][C:13]1[CH:14]=[CH:15][CH:16]=[C:17]([Cl:18])[C:12]=1[N:11]1[CH:10]=[C:5]2[CH:6]=[N:7][CH:8]=[CH:9][C:4]2=[N:1]1, predict the reactants needed to synthesize it. The reactants are: [N:1]([C:4]1[CH:9]=[CH:8][N:7]=[CH:6][C:5]=1/[CH:10]=[N:11]/[C:12]1[C:17]([Cl:18])=[CH:16][CH:15]=[CH:14][C:13]=1[Cl:19])=[N+]=[N-]. (7) Given the product [Br:1][C:2]1[CH:7]=[C:6]([Cl:8])[C:5]([S:9]([NH:21][C:20]2[C:15]([CH3:14])=[N:16][CH:17]=[CH:18][CH:19]=2)(=[O:11])=[O:10])=[C:4]([Cl:13])[CH:3]=1, predict the reactants needed to synthesize it. The reactants are: [Br:1][C:2]1[CH:7]=[C:6]([Cl:8])[C:5]([S:9](Cl)(=[O:11])=[O:10])=[C:4]([Cl:13])[CH:3]=1.[CH3:14][C:15]1[C:20]([NH2:21])=[CH:19][CH:18]=[CH:17][N:16]=1. (8) The reactants are: [C:1]([C:3]1[CH:4]=[C:5]2[C:9](=[CH:10][CH:11]=1)[NH:8][CH:7]=[C:6]2[CH2:12][CH2:13][CH2:14][CH2:15][N:16]1[CH2:21][CH2:20][N:19]([C:22]2[CH:23]=[CH:24][C:25]3[O:29][C:28]([C:30](=[O:32])[NH2:31])=[CH:27][C:26]=3[CH:33]=2)[CH2:18][CH2:17]1)#[N:2].[CH2:34]([OH:41])[C:35]1[CH:40]=[CH:39][CH:38]=[CH:37][CH:36]=1.[ClH:42].C(O)(C)C. Given the product [ClH:42].[C:1]([C:3]1[CH:4]=[C:5]2[C:9](=[CH:10][CH:11]=1)[NH:8][CH:7]=[C:6]2[CH2:12][CH2:13][CH2:14][CH2:15][N:16]1[CH2:17][CH2:18][N:19]([C:22]2[CH:23]=[CH:24][C:25]3[O:29][C:28]([C:30](=[O:32])[NH2:31])=[CH:27][C:26]=3[CH:33]=2)[CH2:20][CH2:21]1)#[N:2].[CH2:34]([OH:41])[C:35]1[CH:40]=[CH:39][CH:38]=[CH:37][CH:36]=1, predict the reactants needed to synthesize it. (9) Given the product [Cl:25][C:12]1[C:11]2[C:6](=[CH:7][C:8]([O:18][CH2:19][CH2:20][O:21][CH3:22])=[C:9]([NH:14][C:15](=[O:17])[CH3:16])[CH:10]=2)[N:5]=[CH:4][C:3]=1[C:1]#[N:2], predict the reactants needed to synthesize it. The reactants are: [C:1]([C:3]1[CH:4]=[N:5][C:6]2[C:11]([C:12]=1O)=[CH:10][C:9]([NH:14][C:15](=[O:17])[CH3:16])=[C:8]([O:18][CH2:19][CH2:20][O:21][CH3:22])[CH:7]=2)#[N:2].P(Cl)(Cl)([Cl:25])=O.C(=O)([O-])[O-].[K+].[K+]. (10) Given the product [NH2:1][C:2]1[C:7]([C:8]([C:10]2[C:15]([O:16][CH3:17])=[CH:14][CH:13]=[C:12]([F:18])[C:11]=2[F:19])=[O:9])=[CH:6][N:5]=[C:4]([NH:20][C@H:21]2[CH2:26][CH2:25][C@H:24]([NH:27][CH2:36][CH2:37][OH:38])[CH2:23][CH2:22]2)[N:3]=1, predict the reactants needed to synthesize it. The reactants are: [NH2:1][C:2]1[C:7]([C:8]([C:10]2[C:15]([O:16][CH3:17])=[CH:14][CH:13]=[C:12]([F:18])[C:11]=2[F:19])=[O:9])=[CH:6][N:5]=[C:4]([NH:20][C@H:21]2[CH2:26][CH2:25][C@H:24]([NH2:27])[CH2:23][CH2:22]2)[N:3]=1.C(N(CC)CC)C.Br[CH2:36][CH2:37][OH:38].